Dataset: Forward reaction prediction with 1.9M reactions from USPTO patents (1976-2016). Task: Predict the product of the given reaction. (1) Given the reactants Cl[C:2]1[N:7]=[CH:6][NH:5][C:4](=[O:8])[CH:3]=1.F[P-](F)(F)(F)(F)F.[N:16]1([O:25][P+](N(C)C)(N(C)C)N(C)C)[C:20]2[CH:21]=[CH:22][CH:23]=[CH:24][C:19]=2[N:18]=[N:17]1.[CH2:36]1[CH2:46][CH2:45][N:44]2[C:39](=[N:40]CCC2)[CH2:38][CH2:37]1.CC#[N:49], predict the reaction product. The product is: [N:44]1([O:8][C:4]2[CH:3]=[C:2]([O:25][N:16]3[C:20]4[CH:21]=[CH:22][CH:23]=[CH:24][C:19]=4[N:18]=[N:17]3)[N:7]=[CH:6][N:5]=2)[C:45]2[CH:46]=[CH:36][CH:37]=[CH:38][C:39]=2[N:40]=[N:49]1. (2) The product is: [Br:19][C:20]1[CH:21]=[C:22]2[C:27](=[CH:28][CH:29]=1)[CH:26]=[N:25][C:24]([NH:8][C:6]1[CH:5]=[CH:4][N:3]=[C:2]([CH3:1])[CH:7]=1)=[CH:23]2. Given the reactants [CH3:1][C:2]1[CH:7]=[C:6]([NH2:8])[CH:5]=[CH:4][N:3]=1.[Li+].C[Si]([N-][Si](C)(C)C)(C)C.[Br:19][C:20]1[CH:21]=[C:22]2[C:27](=[CH:28][CH:29]=1)[CH:26]=[N:25][C:24](F)=[CH:23]2, predict the reaction product.